From a dataset of Retrosynthesis with 50K atom-mapped reactions and 10 reaction types from USPTO. Predict the reactants needed to synthesize the given product. (1) Given the product CC(C)(C)OC(=O)N1CCC=C(C(=O)O)C1, predict the reactants needed to synthesize it. The reactants are: COC(=O)C1=CCCN(C(=O)OC(C)(C)C)C1. (2) The reactants are: N#Cc1ccc(-c2nc3ccncc3[nH]2)cc1. Given the product NCc1ccc(-c2nc3ccncc3[nH]2)cc1, predict the reactants needed to synthesize it.